The task is: Binary Classification. Given a miRNA mature sequence and a target amino acid sequence, predict their likelihood of interaction.. This data is from Experimentally validated miRNA-target interactions with 360,000+ pairs, plus equal number of negative samples. The miRNA is cel-miR-1820-5p with sequence UUUUGAUUGUUUUUCGAUGAUGUUCG. The protein sequence of the target gene is MSGRGKTGGKARAKAKSRSSRAGLQFPVGRVHRLLRKGHYAERVGAGAPVYLAAVLEYLTAEILELAGNAARDNKKTRIIPRHLQLAIRNDEELNKLLGGVTIAQGGVLPNIQAVLLPKKSSATVGPKAPAVGKKASQASQEY. Result: 0 (no interaction).